From a dataset of NCI-60 drug combinations with 297,098 pairs across 59 cell lines. Regression. Given two drug SMILES strings and cell line genomic features, predict the synergy score measuring deviation from expected non-interaction effect. (1) Drug 1: CC12CCC3C(C1CCC2O)C(CC4=C3C=CC(=C4)O)CCCCCCCCCS(=O)CCCC(C(F)(F)F)(F)F. Drug 2: C(CC(=O)O)C(=O)CN.Cl. Cell line: SF-295. Synergy scores: CSS=4.97, Synergy_ZIP=-4.10, Synergy_Bliss=-2.50, Synergy_Loewe=-4.24, Synergy_HSA=-3.84. (2) Drug 1: CC1C(C(CC(O1)OC2CC(CC3=C2C(=C4C(=C3O)C(=O)C5=C(C4=O)C(=CC=C5)OC)O)(C(=O)CO)O)N)O.Cl. Drug 2: C1=CC(=C2C(=C1NCCNCCO)C(=O)C3=C(C=CC(=C3C2=O)O)O)NCCNCCO. Cell line: MOLT-4. Synergy scores: CSS=81.2, Synergy_ZIP=5.84, Synergy_Bliss=5.91, Synergy_Loewe=1.57, Synergy_HSA=7.70. (3) Drug 1: COC1=CC(=CC(=C1O)OC)C2C3C(COC3=O)C(C4=CC5=C(C=C24)OCO5)OC6C(C(C7C(O6)COC(O7)C8=CC=CS8)O)O. Drug 2: CCC(=C(C1=CC=CC=C1)C2=CC=C(C=C2)OCCN(C)C)C3=CC=CC=C3.C(C(=O)O)C(CC(=O)O)(C(=O)O)O. Cell line: HS 578T. Synergy scores: CSS=27.1, Synergy_ZIP=4.91, Synergy_Bliss=3.69, Synergy_Loewe=-10.0, Synergy_HSA=2.08. (4) Drug 1: C1CN(CCN1C(=O)CCBr)C(=O)CCBr. Drug 2: CC(C)CN1C=NC2=C1C3=CC=CC=C3N=C2N. Cell line: BT-549. Synergy scores: CSS=18.6, Synergy_ZIP=-7.01, Synergy_Bliss=-2.94, Synergy_Loewe=-2.87, Synergy_HSA=-2.96. (5) Drug 1: C(=O)(N)NO. Drug 2: C1CN(P(=O)(OC1)NCCCl)CCCl. Cell line: DU-145. Synergy scores: CSS=-2.98, Synergy_ZIP=0.645, Synergy_Bliss=-3.31, Synergy_Loewe=-2.43, Synergy_HSA=-6.10. (6) Drug 1: C1CC(=O)NC(=O)C1N2CC3=C(C2=O)C=CC=C3N. Drug 2: C1CCC(CC1)NC(=O)N(CCCl)N=O. Cell line: SF-268. Synergy scores: CSS=25.1, Synergy_ZIP=-0.104, Synergy_Bliss=3.14, Synergy_Loewe=-8.87, Synergy_HSA=4.25.